From a dataset of Full USPTO retrosynthesis dataset with 1.9M reactions from patents (1976-2016). Predict the reactants needed to synthesize the given product. (1) Given the product [CH3:13][O:14][C:15]([C:17]1[C:22]([NH:23][C:10](=[O:12])[CH2:9][C:3]2[C:2]([Cl:1])=[CH:7][C:6]([Cl:8])=[CH:5][N:4]=2)=[N:21][CH:20]=[CH:19][N:18]=1)=[O:16], predict the reactants needed to synthesize it. The reactants are: [Cl:1][C:2]1[C:3]([CH2:9][C:10]([OH:12])=O)=[N:4][CH:5]=[C:6]([Cl:8])[CH:7]=1.[CH3:13][O:14][C:15]([C:17]1[C:22]([NH2:23])=[N:21][CH:20]=[CH:19][N:18]=1)=[O:16].C(N(CC)CC)C.O=C1N(P(Cl)(N2CCOC2=O)=O)CCO1. (2) Given the product [C:23]([C:25]1[CH:26]=[C:27]2[C:32](=[CH:33][CH:34]=1)[C:31]([N:35]1[CH2:40][CH2:39][N:38]([CH2:6][CH2:7][C@H:8]3[C:13]4[CH:14]=[CH:15][C:16]([C:18]([N:20]([CH3:22])[CH3:21])=[O:19])=[CH:17][C:12]=4[CH2:11][CH2:10][O:9]3)[C@H:37]([CH3:41])[CH2:36]1)=[CH:30][CH:29]=[CH:28]2)#[N:24], predict the reactants needed to synthesize it. The reactants are: CS(O[CH2:6][CH2:7][C@H:8]1[C:13]2[CH:14]=[CH:15][C:16]([C:18]([N:20]([CH3:22])[CH3:21])=[O:19])=[CH:17][C:12]=2[CH2:11][CH2:10][O:9]1)(=O)=O.[C:23]([C:25]1[CH:26]=[C:27]2[C:32](=[CH:33][CH:34]=1)[C:31]([N:35]1[CH2:40][CH2:39][NH:38][C@H:37]([CH3:41])[CH2:36]1)=[CH:30][CH:29]=[CH:28]2)#[N:24]. (3) Given the product [CH:1]1([C:7]2[C:15]3[C:14](=[O:16])[NH:13][C:12]([C:17]4[CH:22]=[CH:21][C:20]([N:23]([CH3:24])[S:29]([CH3:28])(=[O:31])=[O:30])=[CH:19][C:18]=4[O:25][CH3:26])=[N:11][C:10]=3[N:9]([CH3:27])[N:8]=2)[CH2:2][CH2:3][CH2:4][CH2:5][CH2:6]1, predict the reactants needed to synthesize it. The reactants are: [CH:1]1([C:7]2[C:15]3[C:14](=[O:16])[NH:13][C:12]([C:17]4[CH:22]=[CH:21][C:20]([NH:23][CH3:24])=[CH:19][C:18]=4[O:25][CH3:26])=[N:11][C:10]=3[N:9]([CH3:27])[N:8]=2)[CH2:6][CH2:5][CH2:4][CH2:3][CH2:2]1.[CH3:28][S:29](Cl)(=[O:31])=[O:30].C(=O)([O-])O.[Na+]. (4) Given the product [F:15][C:16]1[N:21]=[C:20]([N:22]2[CH2:27][CH2:26][N:25]([CH2:2][C:3]3[CH:8]=[CH:7][C:6]([CH:9]([NH:11][C:12](=[O:14])[CH3:13])[CH3:10])=[CH:5][CH:4]=3)[CH2:24][CH2:23]2)[CH:19]=[CH:18][CH:17]=1, predict the reactants needed to synthesize it. The reactants are: Cl[CH2:2][C:3]1[CH:8]=[CH:7][C:6]([CH:9]([NH:11][C:12](=[O:14])[CH3:13])[CH3:10])=[CH:5][CH:4]=1.[F:15][C:16]1[N:21]=[C:20]([N:22]2[CH2:27][CH2:26][NH:25][CH2:24][CH2:23]2)[CH:19]=[CH:18][CH:17]=1.C1C=CC(N2CCNCC2)=CC=1. (5) Given the product [CH2:1]([O:3][C:4]([C:6]1[C:7]2[CH:8]=[CH:9][N:10]([C:15]3[CH:16]=[N:17][CH:18]=[C:19]([C@@H:21]4[CH2:25][CH2:24][CH2:23][N:22]4[C:26](=[O:39])[C@@H:27]([NH:31][C:32](=[O:33])[C@@H:46]([N:42]([C:43]([O:51][C:52]([CH3:55])([CH3:54])[CH3:53])=[O:71])[CH3:41])[CH3:48])[CH:28]([CH3:29])[CH3:30])[CH:20]=3)[C:11]=2[CH:12]=[CH:13][CH:14]=1)=[O:5])[CH3:2], predict the reactants needed to synthesize it. The reactants are: [CH2:1]([O:3][C:4]([C:6]1[C:7]2[CH:8]=[CH:9][N:10]([C:15]3[CH:16]=[N:17][CH:18]=[C:19]([C@@H:21]4[CH2:25][CH2:24][CH2:23][N:22]4[C:26](=[O:39])[C@@H:27]([NH:31][C:32](OC(C)(C)C)=[O:33])[CH:28]([CH3:30])[CH3:29])[CH:20]=3)[C:11]=2[CH:12]=[CH:13][CH:14]=1)=[O:5])[CH3:2].C[CH2:41][N:42]([CH:46]([CH3:48])C)[CH:43](C)C.C(N[C@H](C(O)=O)C(C)C)([O:51][C:52]([CH3:55])([CH3:54])[CH3:53])=O.CN(C([O:71]N1N=NC2C=CC=CC1=2)=[N+](C)C)C.F[P-](F)(F)(F)(F)F.C1C=CC2N(O)N=NC=2C=1.C(C)(OC(C)(C)C)=O.N[C@H](C(O)=O)C. (6) Given the product [Cl:1][C:2]1[CH:10]=[C:9]([C:11]([NH:13][C@@H:14]([C:16]2[C:25]3[C:20](=[CH:21][CH:22]=[CH:23][CH:24]=3)[CH:19]=[CH:18][CH:17]=2)[CH3:15])=[O:12])[CH:8]=[C:7]([Cl:26])[C:3]=1[C:4]([NH:32][C@H:31]([C:30]([O:29][CH3:28])=[O:42])[CH2:33][NH:34][C:35]([C:37]1[S:38][CH:39]=[CH:40][CH:41]=1)=[O:36])=[O:5], predict the reactants needed to synthesize it. The reactants are: [Cl:1][C:2]1[CH:10]=[C:9]([C:11]([NH:13][C@@H:14]([C:16]2[C:25]3[C:20](=[CH:21][CH:22]=[CH:23][CH:24]=3)[CH:19]=[CH:18][CH:17]=2)[CH3:15])=[O:12])[CH:8]=[C:7]([Cl:26])[C:3]=1[C:4](O)=[O:5].Cl.[CH3:28][O:29][C:30](=[O:42])[C@H:31]([CH2:33][NH:34][C:35]([C:37]1[S:38][CH:39]=[CH:40][CH:41]=1)=[O:36])[NH2:32].CN(C(ON1N=NC2C=CC=CC1=2)=[N+](C)C)C.F[P-](F)(F)(F)(F)F.C1C=CC2N(O)N=NC=2C=1.C(N(C(C)C)CC)(C)C. (7) Given the product [OH:19][CH2:18][CH2:17][N:16]([CH3:15])[CH2:2][C:3]([NH:5][C:6]1[CH:11]=[CH:10][C:9]([N+:12]([O-:14])=[O:13])=[CH:8][CH:7]=1)=[O:4], predict the reactants needed to synthesize it. The reactants are: Cl[CH2:2][C:3]([NH:5][C:6]1[CH:11]=[CH:10][C:9]([N+:12]([O-:14])=[O:13])=[CH:8][CH:7]=1)=[O:4].[CH3:15][NH:16][CH2:17][CH2:18][OH:19].C(OCC)(=O)C. (8) Given the product [CH3:1][S:2][C:3]1[N:8]=[C:7](/[CH:9]=[C:15]2/[C:14](=[O:16])[NH:13][C:12](=[O:17])[S:11]/2)[CH:6]=[CH:5][N:4]=1, predict the reactants needed to synthesize it. The reactants are: [CH3:1][S:2][C:3]1[N:8]=[C:7]([CH:9]=O)[CH:6]=[CH:5][N:4]=1.[S:11]1[CH2:15][C:14](=[O:16])[NH:13][C:12]1=[O:17].N1CCCCC1. (9) Given the product [C:1]([C:4]1[CH:9]=[C:8]([O:10][C:11]2[CH:16]=[CH:15][C:14]([NH:17][C:18]3[C:23]([C:24]([NH:26][C:27]4[CH:32]=[CH:31][C:30]([F:33])=[CH:29][C:28]=4[F:34])=[O:25])=[CH:22][N:21]=[C:20]([N:40]4[CH2:45][CH2:44][O:43][CH2:42][CH2:41]4)[N:19]=3)=[CH:13][C:12]=2[F:39])[CH:7]=[CH:6][N:5]=1)(=[O:3])[NH2:2], predict the reactants needed to synthesize it. The reactants are: [C:1]([C:4]1[CH:9]=[C:8]([O:10][C:11]2[CH:16]=[CH:15][C:14]([NH:17][C:18]3[C:23]([C:24]([NH:26][C:27]4[CH:32]=[CH:31][C:30]([F:33])=[CH:29][C:28]=4[F:34])=[O:25])=[CH:22][N:21]=[C:20](S(C)(=O)=O)[N:19]=3)=[CH:13][C:12]=2[F:39])[CH:7]=[CH:6][N:5]=1)(=[O:3])[NH2:2].[NH:40]1[CH2:45][CH2:44][O:43][CH2:42][CH2:41]1.